This data is from Full USPTO retrosynthesis dataset with 1.9M reactions from patents (1976-2016). The task is: Predict the reactants needed to synthesize the given product. (1) Given the product [NH2:1][C:2]1[CH:14]=[CH:13][C:5]([CH2:6][P:20](=[O:24])([O:21][CH2:22][CH3:23])[O:19][CH2:17][CH3:18])=[CH:4][C:3]=1[O:15][CH3:16], predict the reactants needed to synthesize it. The reactants are: [NH2:1][C:2]1[CH:14]=[CH:13][C:5]([CH2:6]CP(=O)OCC)=[CH:4][C:3]=1[O:15][CH3:16].[CH2:17]([O:19][P:20]([O:24]CC)[O:21][CH2:22][CH3:23])[CH3:18]. (2) Given the product [Cl:1][C:2]1[CH:3]=[C:4]([N:12]([C@H:15]2[CH2:20][CH2:19][C@H:18]([N:21]([CH3:22])[CH3:23])[CH2:17][CH2:16]2)[CH2:13][CH3:14])[C:5]([CH3:11])=[C:6]([CH:10]=1)[C:7]([NH:33][CH2:32][C:29]1[C:28]([O:34][CH3:35])=[N:27][N:26]([CH2:24][CH3:25])[C:30]=1[CH3:31])=[O:8], predict the reactants needed to synthesize it. The reactants are: [Cl:1][C:2]1[CH:3]=[C:4]([N:12]([C@H:15]2[CH2:20][CH2:19][C@H:18]([N:21]([CH3:23])[CH3:22])[CH2:17][CH2:16]2)[CH2:13][CH3:14])[C:5]([CH3:11])=[C:6]([CH:10]=1)[C:7](O)=[O:8].[CH2:24]([N:26]1[C:30]([CH3:31])=[C:29]([CH2:32][NH2:33])[C:28]([O:34][CH3:35])=[N:27]1)[CH3:25].C(N(CC)CC)C.C1CN([P+](ON2N=NC3C=CC=CC2=3)(N2CCCC2)N2CCCC2)CC1.F[P-](F)(F)(F)(F)F. (3) Given the product [CH3:21][O:20][C:14]1[CH:13]=[C:12]([CH2:11][CH2:10][C:8]2[N:9]=[C:4]3[CH:3]=[C:2]([C:42]4[CH:43]=[N:39][NH:40][CH:41]=4)[N:22]([S:23]([C:26]4[CH:31]=[CH:30][CH:29]=[CH:28][CH:27]=4)(=[O:25])=[O:24])[C:5]3=[N:6][CH:7]=2)[CH:17]=[C:16]([O:18][CH3:19])[CH:15]=1, predict the reactants needed to synthesize it. The reactants are: Br[C:2]1[N:22]([S:23]([C:26]2[CH:31]=[CH:30][CH:29]=[CH:28][CH:27]=2)(=[O:25])=[O:24])[C:5]2=[N:6][CH:7]=[C:8]([CH2:10][CH2:11][C:12]3[CH:17]=[C:16]([O:18][CH3:19])[CH:15]=[C:14]([O:20][CH3:21])[CH:13]=3)[N:9]=[C:4]2[CH:3]=1.C(OC([N:39]1[CH:43]=[C:42](B2OC(C)(C)C(C)(C)O2)[CH:41]=[N:40]1)=O)(C)(C)C.ClCCl.P([O-])([O-])([O-])=O.[K+].[K+].[K+]. (4) Given the product [Br:7][C:8]1[CH:9]=[C:10]([CH:11]=[C:12]([CH3:14])[CH:13]=1)[C:15]([OH:19])=[O:16], predict the reactants needed to synthesize it. The reactants are: [O-][Mn](=O)(=O)=O.[K+].[Br:7][C:8]1[CH:9]=[C:10]([CH2:15][OH:16])[CH:11]=[C:12]([CH3:14])[CH:13]=1.Cl.C(=O)(O)[O-:19].[Na+]. (5) Given the product [Br:1][C:2]1[CH:10]=[CH:9][C:5]([C:6](=[O:7])[CH2:19][CH2:18][Cl:17])=[C:4]([F:11])[CH:3]=1, predict the reactants needed to synthesize it. The reactants are: [Br:1][C:2]1[CH:10]=[CH:9][C:5]([C:6](Cl)=[O:7])=[C:4]([F:11])[CH:3]=1.[Cl-].[Al+3].[Cl-].[Cl-].Cl.[Cl:17][CH:18](Cl)[CH3:19]. (6) Given the product [Cl:37][C:33]1[CH:32]=[C:31]2[NH:30][C:29](=[O:38])[C:28]3([CH:27]([C:39]4[CH:44]=[CH:43][CH:42]=[C:41]([Cl:45])[CH:40]=4)[CH2:26][C:25](=[O:46])[NH:24][CH:23]3[C:17]3[CH:18]=[C:19]([I:22])[CH:20]=[CH:21][C:16]=3[O:15][CH:12]3[CH2:13][CH2:14][N:9]([CH2:8][C:6]([OH:7])=[O:5])[CH2:10][CH2:11]3)[C:36]2=[CH:35][CH:34]=1.[F:47][C:48]([F:53])([F:52])[C:49]([OH:51])=[O:50], predict the reactants needed to synthesize it. The reactants are: C([O:5][C:6]([CH2:8][N:9]1[CH2:14][CH2:13][CH:12]([O:15][C:16]2[CH:21]=[CH:20][C:19]([I:22])=[CH:18][C:17]=2[CH:23]2[C:28]3([C:36]4[C:31](=[CH:32][C:33]([Cl:37])=[CH:34][CH:35]=4)[NH:30][C:29]3=[O:38])[CH:27]([C:39]3[CH:44]=[CH:43][CH:42]=[C:41]([Cl:45])[CH:40]=3)[CH2:26][C:25](=[O:46])[NH:24]2)[CH2:11][CH2:10]1)=[O:7])(C)(C)C.[F:47][C:48]([F:53])([F:52])[C:49]([OH:51])=[O:50]. (7) Given the product [CH2:22]([O:21][C:19](=[O:20])[CH2:18][O:14][C@H:11]1[CH2:10][CH2:9][C@H:8]([NH:7][C:6]([O:5][C:1]([CH3:4])([CH3:2])[CH3:3])=[O:15])[CH2:13][CH2:12]1)[CH3:23], predict the reactants needed to synthesize it. The reactants are: [C:1]([O:5][C:6](=[O:15])[NH:7][C@H:8]1[CH2:13][CH2:12][C@H:11]([OH:14])[CH2:10][CH2:9]1)([CH3:4])([CH3:3])[CH3:2].[N+](=[CH:18][C:19]([O:21][CH2:22][CH3:23])=[O:20])=[N-]. (8) Given the product [CH:1]1([N:4]([CH3:51])[CH2:5]/[CH:6]=[CH:7]/[C:8]([N:10]([CH3:11])[C:12]2[CH:17]=[CH:16][CH:15]=[C:14]([NH:18][C:19]3[C:27]4[C:22](=[N:23][CH:24]=[CH:25][C:26]=4[O:28][C:29]4[CH:30]=[CH:31][C:32]([O:35][C:36]5[CH:37]=[CH:38][CH:39]=[CH:40][CH:41]=5)=[CH:33][CH:34]=4)[NH:21][N:20]=3)[CH:13]=2)=[O:9])[CH2:2][CH2:3]1, predict the reactants needed to synthesize it. The reactants are: [CH:1]1([N:4]([CH3:51])[CH2:5]/[CH:6]=[CH:7]/[C:8]([N:10]([C:12]2[CH:17]=[CH:16][CH:15]=[C:14]([NH:18][C:19]3[C:27]4[C:22](=[N:23][CH:24]=[CH:25][C:26]=4[O:28][C:29]4[CH:34]=[CH:33][C:32]([O:35][C:36]5[CH:41]=[CH:40][CH:39]=[CH:38][CH:37]=5)=[CH:31][CH:30]=4)[N:21](CC4C=CC(OC)=CC=4)[N:20]=3)[CH:13]=2)[CH3:11])=[O:9])[CH2:3][CH2:2]1.C(O)(C(F)(F)F)=O.